From a dataset of Catalyst prediction with 721,799 reactions and 888 catalyst types from USPTO. Predict which catalyst facilitates the given reaction. (1) Reactant: [O:1]=[C:2]1[C:10]2[C:5](=[CH:6][CH:7]=[CH:8][CH:9]=2)[C:4](=[O:11])[N:3]1[C@H:12]([B:29]1[O:37][CH:36]2[C:31]([CH3:41])([CH:32]3[CH2:38][CH:34]([CH2:35]2)[C:33]3([CH3:40])[CH3:39])[O:30]1)[CH2:13][C:14]1[C:15]([O:27][CH3:28])=[C:16]([CH:24]=[CH:25][CH:26]=1)[C:17]([O:19][C:20]([CH3:23])([CH3:22])[CH3:21])=[O:18].[NH2:42][CH2:43][CH2:44][NH:45][C:46](=[O:52])[O:47][C:48]([CH3:51])([CH3:50])[CH3:49]. Product: [C:48]([O:47][C:46]([NH:45][CH2:44][CH2:43][NH:42][C:2]([C:10]1[CH:9]=[CH:8][CH:7]=[CH:6][C:5]=1[C:4]([NH:3][C@H:12]([B:29]1[O:37][CH:36]2[C:31]([CH3:41])([CH:32]3[CH2:38][CH:34]([CH2:35]2)[C:33]3([CH3:39])[CH3:40])[O:30]1)[CH2:13][C:14]1[C:15]([O:27][CH3:28])=[C:16]([CH:24]=[CH:25][CH:26]=1)[C:17]([O:19][C:20]([CH3:23])([CH3:22])[CH3:21])=[O:18])=[O:11])=[O:1])=[O:52])([CH3:51])([CH3:50])[CH3:49]. The catalyst class is: 5. (2) Reactant: [F:1][C:2]1[CH:11]=[CH:10][CH:9]=[C:8]2[C:3]=1[NH:4][CH2:5][C:6](=[O:15])[N:7]2[CH2:12][C:13]#[N:14].[C:16](Cl)(Cl)=[O:17].C1(C)C=CC=CC=1.C(N(C(C)C)CC)(C)C.[NH2:36][CH2:37][C:38]1[CH:43]=[CH:42][C:41]([C:44]([N:46]2[CH2:52][CH2:51][CH2:50][CH2:49][C:48]3[CH:53]=[CH:54][CH:55]=[CH:56][C:47]2=3)=[O:45])=[CH:40][C:39]=1[CH3:57]. Product: [CH3:57][C:39]1[CH:40]=[C:41]([C:44]([N:46]2[CH2:52][CH2:51][CH2:50][CH2:49][C:48]3[CH:53]=[CH:54][CH:55]=[CH:56][C:47]2=3)=[O:45])[CH:42]=[CH:43][C:38]=1[CH2:37][NH:36][C:16]([N:4]1[C:3]2[C:8](=[CH:9][CH:10]=[CH:11][C:2]=2[F:1])[N:7]([CH2:12][C:13]#[N:14])[C:6](=[O:15])[CH2:5]1)=[O:17]. The catalyst class is: 1. (3) Reactant: [Cl:1][C:2]1[C:10]2[C:5](=[CH:6][C:7]([F:34])=[C:8]([CH2:11][NH:12][C:13](=[O:33])[C:14]3[CH:19]=[CH:18][N:17]=[C:16]([CH2:20][C:21]4[CH:22]=[C:23]5[C:28](=[CH:29][CH:30]=4)[N:27]=[C:26]([C:31]#[N:32])[CH:25]=[CH:24]5)[CH:15]=3)[CH:9]=2)[NH:4][CH:3]=1.[OH2:35].[OH-].[NH4+].OO. Product: [Cl:1][C:2]1[C:10]2[C:5](=[CH:6][C:7]([F:34])=[C:8]([CH2:11][NH:12][C:13]([C:14]3[CH:19]=[CH:18][N:17]=[C:16]([CH2:20][C:21]4[CH:22]=[C:23]5[C:28](=[CH:29][CH:30]=4)[N:27]=[C:26]([C:31]([NH2:32])=[O:35])[CH:25]=[CH:24]5)[CH:15]=3)=[O:33])[CH:9]=2)[NH:4][CH:3]=1. The catalyst class is: 5. (4) Reactant: [NH2:1][C:2]1[CH:30]=[CH:29][C:5]2[NH:6][C:7]([C:12]3[C:13](=[O:28])[N:14]([CH2:23][CH2:24][CH:25]([CH3:27])[CH3:26])[C:15]4[C:20]([C:21]=3[OH:22])=[CH:19][CH:18]=[CH:17][N:16]=4)=[N:8][S:9](=[O:11])(=[O:10])[C:4]=2[CH:3]=1.[Cl:31][CH2:32][S:33](Cl)(=[O:35])=[O:34]. Product: [Cl:31][CH2:32][S:33]([NH:1][C:2]1[CH:30]=[CH:29][C:5]2[NH:6][C:7]([C:12]3[C:13](=[O:28])[N:14]([CH2:23][CH2:24][CH:25]([CH3:27])[CH3:26])[C:15]4[C:20]([C:21]=3[OH:22])=[CH:19][CH:18]=[CH:17][N:16]=4)=[N:8][S:9](=[O:11])(=[O:10])[C:4]=2[CH:3]=1)(=[O:35])=[O:34]. The catalyst class is: 17.